This data is from Reaction yield outcomes from USPTO patents with 853,638 reactions. The task is: Predict the reaction yield, written as a fraction of the theoretical maximum amount of product (1.0 means a 100% yield; for example, 0.34 means a 34% yield). (1) The reactants are [Cl:1][C:2]1[CH:23]=[CH:22][C:5]([CH:6]([O:14][CH:15]2[CH2:18][N:17]([C:19](Cl)=[O:20])[CH2:16]2)[C:7]2[CH:12]=[CH:11][C:10]([Cl:13])=[CH:9][CH:8]=2)=[CH:4][CH:3]=1.[NH2:24][N:25]1[CH2:30][CH2:29][CH2:28][CH2:27][CH2:26]1.C(N(CC)CC)C. The catalyst is ClCCl. The product is [Cl:1][C:2]1[CH:23]=[CH:22][C:5]([CH:6]([O:14][CH:15]2[CH2:16][N:17]([C:19]([NH:24][N:25]3[CH2:30][CH2:29][CH2:28][CH2:27][CH2:26]3)=[O:20])[CH2:18]2)[C:7]2[CH:8]=[CH:9][C:10]([Cl:13])=[CH:11][CH:12]=2)=[CH:4][CH:3]=1. The yield is 0.240. (2) The reactants are C([O:8][C:9]1[C:24]([O:25][CH3:26])=[CH:23][C:12]2[C:13](=[O:22])[N:14]3[CH2:21][CH2:20][CH2:19][C@H:15]3[C:16](=[O:18])[NH:17][C:11]=2[CH:10]=1)C1C=CC=CC=1.CN(C=O)C.C(OCC)C. The catalyst is [Pd].C(OC(=O)C)C.C(O)C. The product is [OH:8][C:9]1[C:24]([O:25][CH3:26])=[CH:23][C:12]2[C:13](=[O:22])[N:14]3[CH2:21][CH2:20][CH2:19][C@H:15]3[C:16](=[O:18])[NH:17][C:11]=2[CH:10]=1. The yield is 0.850.